From a dataset of Kir2.1 potassium channel HTS with 301,493 compounds. Binary Classification. Given a drug SMILES string, predict its activity (active/inactive) in a high-throughput screening assay against a specified biological target. The molecule is S(=O)(=O)(CCC(=O)/N=c1/sc2c(n1CCOC)ccc(F)c2)c1ccccc1. The result is 0 (inactive).